This data is from Peptide-MHC class I binding affinity with 185,985 pairs from IEDB/IMGT. The task is: Regression. Given a peptide amino acid sequence and an MHC pseudo amino acid sequence, predict their binding affinity value. This is MHC class I binding data. (1) The peptide sequence is MLAPSTLGY. The MHC is HLA-A01:01 with pseudo-sequence HLA-A01:01. The binding affinity (normalized) is 0.635. (2) The peptide sequence is FSVQRNLPF. The MHC is HLA-A01:01 with pseudo-sequence HLA-A01:01. The binding affinity (normalized) is 0.0847. (3) The peptide sequence is FHNEFTQRL. The MHC is HLA-A31:01 with pseudo-sequence HLA-A31:01. The binding affinity (normalized) is 0.0847. (4) The peptide sequence is ISFQQTNAM. The MHC is HLA-A02:01 with pseudo-sequence HLA-A02:01. The binding affinity (normalized) is 0.111. (5) The peptide sequence is KALGPGATL. The MHC is HLA-B08:01 with pseudo-sequence HLA-B08:01. The binding affinity (normalized) is 0.0161. (6) The peptide sequence is FHRKKTDAL. The MHC is HLA-A02:11 with pseudo-sequence HLA-A02:11. The binding affinity (normalized) is 0.0847. (7) The peptide sequence is PLTFGWCYKL. The MHC is HLA-B45:01 with pseudo-sequence HLA-B45:01. The binding affinity (normalized) is 0.0343.